Regression. Given two drug SMILES strings and cell line genomic features, predict the synergy score measuring deviation from expected non-interaction effect. From a dataset of NCI-60 drug combinations with 297,098 pairs across 59 cell lines. (1) Drug 1: CC1CCC2CC(C(=CC=CC=CC(CC(C(=O)C(C(C(=CC(C(=O)CC(OC(=O)C3CCCCN3C(=O)C(=O)C1(O2)O)C(C)CC4CCC(C(C4)OC)O)C)C)O)OC)C)C)C)OC. Drug 2: C1=CC=C(C(=C1)C(C2=CC=C(C=C2)Cl)C(Cl)Cl)Cl. Cell line: MDA-MB-231. Synergy scores: CSS=2.96, Synergy_ZIP=3.77, Synergy_Bliss=0.253, Synergy_Loewe=-2.67, Synergy_HSA=0.0331. (2) Drug 1: COC1=CC(=CC(=C1O)OC)C2C3C(COC3=O)C(C4=CC5=C(C=C24)OCO5)OC6C(C(C7C(O6)COC(O7)C8=CC=CS8)O)O. Drug 2: C1CN(P(=O)(OC1)NCCCl)CCCl. Cell line: UO-31. Synergy scores: CSS=13.4, Synergy_ZIP=-3.33, Synergy_Bliss=-1.33, Synergy_Loewe=-12.3, Synergy_HSA=0.205. (3) Drug 1: CCCS(=O)(=O)NC1=C(C(=C(C=C1)F)C(=O)C2=CNC3=C2C=C(C=N3)C4=CC=C(C=C4)Cl)F. Drug 2: C1=CC(=CC=C1CCCC(=O)O)N(CCCl)CCCl. Cell line: UACC62. Synergy scores: CSS=44.6, Synergy_ZIP=-4.46, Synergy_Bliss=-3.64, Synergy_Loewe=0.0375, Synergy_HSA=2.16. (4) Drug 1: C1=NC2=C(N=C(N=C2N1C3C(C(C(O3)CO)O)O)F)N. Drug 2: C1CN1C2=NC(=NC(=N2)N3CC3)N4CC4. Cell line: PC-3. Synergy scores: CSS=18.5, Synergy_ZIP=-4.66, Synergy_Bliss=-0.156, Synergy_Loewe=-1.20, Synergy_HSA=0.709. (5) Drug 1: CN1C(=O)N2C=NC(=C2N=N1)C(=O)N. Drug 2: CCCCCOC(=O)NC1=NC(=O)N(C=C1F)C2C(C(C(O2)C)O)O. Cell line: OVCAR-5. Synergy scores: CSS=0.0690, Synergy_ZIP=5.55, Synergy_Bliss=0.0725, Synergy_Loewe=-2.65, Synergy_HSA=-0.929. (6) Drug 1: CC1=C2C(C(=O)C3(C(CC4C(C3C(C(C2(C)C)(CC1OC(=O)C(C(C5=CC=CC=C5)NC(=O)C6=CC=CC=C6)O)O)OC(=O)C7=CC=CC=C7)(CO4)OC(=O)C)O)C)OC(=O)C. Drug 2: CC1=C2C(C(=O)C3(C(CC4C(C3C(C(C2(C)C)(CC1OC(=O)C(C(C5=CC=CC=C5)NC(=O)OC(C)(C)C)O)O)OC(=O)C6=CC=CC=C6)(CO4)OC(=O)C)O)C)O. Cell line: SK-MEL-28. Synergy scores: CSS=10.5, Synergy_ZIP=-0.145, Synergy_Bliss=2.56, Synergy_Loewe=-5.70, Synergy_HSA=0.455. (7) Drug 1: CS(=O)(=O)C1=CC(=C(C=C1)C(=O)NC2=CC(=C(C=C2)Cl)C3=CC=CC=N3)Cl. Drug 2: C1CN(P(=O)(OC1)NCCCl)CCCl. Cell line: UO-31. Synergy scores: CSS=51.3, Synergy_ZIP=9.58, Synergy_Bliss=10.3, Synergy_Loewe=-5.49, Synergy_HSA=11.5.